This data is from Forward reaction prediction with 1.9M reactions from USPTO patents (1976-2016). The task is: Predict the product of the given reaction. (1) Given the reactants [C:1]([O:4][C@H:5]1[C@H:10]([O:11][C:12](=[O:14])[CH3:13])[C@@H:9]([CH2:15][O:16][C:17](=[O:19])[CH3:18])[O:8][C@@H:7]([O:20][CH2:21][CH:22]([NH:33][C:34](=[O:40])[O:35][C:36]([CH3:39])([CH3:38])[CH3:37])[CH2:23][CH2:24][CH2:25][CH2:26][CH2:27][CH2:28][CH2:29][CH2:30][CH2:31][CH3:32])[C@@H:6]1[NH:41][C:42]([O:44]CC(Cl)(Cl)Cl)=O)(=[O:3])[CH3:2].[C:50](OC(=O)C)(=O)C, predict the reaction product. The product is: [C:42]([NH:41][C@@H:6]1[C@@H:5]([O:4][C:1](=[O:3])[CH3:2])[C@H:10]([O:11][C:12](=[O:14])[CH3:13])[C@@H:9]([CH2:15][O:16][C:17](=[O:19])[CH3:18])[O:8][C@H:7]1[O:20][CH2:21][CH:22]([NH:33][C:34](=[O:40])[O:35][C:36]([CH3:39])([CH3:38])[CH3:37])[CH2:23][CH2:24][CH2:25][CH2:26][CH2:27][CH2:28][CH2:29][CH2:30][CH2:31][CH3:32])(=[O:44])[CH3:50]. (2) Given the reactants FC(F)(F)C(O)=O.[N:8]1([C:14]2[N:19]3[N:20]=[C:21]([C:23]4[CH:28]=[CH:27][CH:26]=[CH:25][CH:24]=4)[CH:22]=[C:18]3[N:17]=[C:16]([NH:29][NH2:30])[CH:15]=2)[CH2:13][CH2:12][O:11][CH2:10][CH2:9]1.[C:31]([C:34]1[CH:35]=[C:36]([CH:39]=[CH:40][CH:41]=1)[CH:37]=O)([OH:33])=[O:32], predict the reaction product. The product is: [C:31]([C:34]1[CH:35]=[C:36]([CH:39]=[CH:40][CH:41]=1)[CH:37]=[N:30][NH:29][C:16]1[CH:15]=[C:14]([N:8]2[CH2:13][CH2:12][O:11][CH2:10][CH2:9]2)[N:19]2[N:20]=[C:21]([C:23]3[CH:28]=[CH:27][CH:26]=[CH:25][CH:24]=3)[CH:22]=[C:18]2[N:17]=1)([OH:33])=[O:32]. (3) Given the reactants [CH3:1][O:2][CH2:3][C@H:4]([OH:6])[CH3:5].[H-].[Na+].[NH2:9][C:10]1[C:11]([C:30]([NH2:32])=[O:31])=[N:12][C:13]([CH:16]2[CH2:21][CH2:20][N:19]([C:22]3[N:27]=[C:26](Cl)[N:25]=[C:24]([Cl:29])[N:23]=3)[CH2:18][CH2:17]2)=[CH:14][CH:15]=1, predict the reaction product. The product is: [NH2:9][C:10]1[C:11]([C:30]([NH2:32])=[O:31])=[N:12][C:13]([CH:16]2[CH2:17][CH2:18][N:19]([C:22]3[N:23]=[C:24]([Cl:29])[N:25]=[C:26]([O:6][C@H:4]([CH3:5])[CH2:3][O:2][CH3:1])[N:27]=3)[CH2:20][CH2:21]2)=[CH:14][CH:15]=1. (4) The product is: [CH3:17][C:9]1([C:12]([OH:14])=[O:13])[CH2:10][CH2:11][N:7]([C:1]2[CH:2]=[CH:3][CH:4]=[CH:5][CH:6]=2)[C:8]1=[O:15]. Given the reactants [C:1]1([N:7]2[CH2:11][CH2:10][CH:9]([C:12]([OH:14])=[O:13])[C:8]2=[O:15])[CH:6]=[CH:5][CH:4]=[CH:3][CH:2]=1.[Li+].[CH3:17]C([N-]C(C)C)C.IC.O, predict the reaction product. (5) Given the reactants [C:1]([O:5][C:6](=[O:21])[CH2:7][C@@H:8]([CH2:12][CH2:13][CH2:14][CH:15]1[CH2:20][CH2:19][CH2:18][CH2:17][CH2:16]1)[C:9]([OH:11])=O)([CH3:4])([CH3:3])[CH3:2].C(N1C=CN=C1)(N1C=CN=C1)=O.[Cl:34][C:35]1[CH:46]=[CH:45][C:38]([O:39][CH2:40][C:41](=[N:43]O)[NH2:42])=[CH:37][CH:36]=1, predict the reaction product. The product is: [Cl:34][C:35]1[CH:36]=[CH:37][C:38]([O:39][CH2:40][C:41]2[N:43]=[C:9]([C@H:8]([CH2:12][CH2:13][CH2:14][CH:15]3[CH2:20][CH2:19][CH2:18][CH2:17][CH2:16]3)[CH2:7][C:6]([O:5][C:1]([CH3:2])([CH3:3])[CH3:4])=[O:21])[O:11][N:42]=2)=[CH:45][CH:46]=1.